From a dataset of NCI-60 drug combinations with 297,098 pairs across 59 cell lines. Regression. Given two drug SMILES strings and cell line genomic features, predict the synergy score measuring deviation from expected non-interaction effect. (1) Drug 1: CC1=CC2C(CCC3(C2CCC3(C(=O)C)OC(=O)C)C)C4(C1=CC(=O)CC4)C. Drug 2: CC12CCC3C(C1CCC2O)C(CC4=C3C=CC(=C4)O)CCCCCCCCCS(=O)CCCC(C(F)(F)F)(F)F. Cell line: A549. Synergy scores: CSS=8.77, Synergy_ZIP=-4.67, Synergy_Bliss=-3.21, Synergy_Loewe=-1.59, Synergy_HSA=-1.17. (2) Drug 1: CCCCC(=O)OCC(=O)C1(CC(C2=C(C1)C(=C3C(=C2O)C(=O)C4=C(C3=O)C=CC=C4OC)O)OC5CC(C(C(O5)C)O)NC(=O)C(F)(F)F)O. Drug 2: COC1=C2C(=CC3=C1OC=C3)C=CC(=O)O2. Cell line: HCT-15. Synergy scores: CSS=58.0, Synergy_ZIP=1.04, Synergy_Bliss=-0.0552, Synergy_Loewe=-6.44, Synergy_HSA=-1.29. (3) Drug 1: C1CN1C2=NC(=NC(=N2)N3CC3)N4CC4. Drug 2: C(CC(=O)O)C(=O)CN.Cl. Cell line: RPMI-8226. Synergy scores: CSS=40.4, Synergy_ZIP=-5.40, Synergy_Bliss=-8.87, Synergy_Loewe=-25.1, Synergy_HSA=-4.56. (4) Drug 1: CN(C)N=NC1=C(NC=N1)C(=O)N. Drug 2: CC1CCC2CC(C(=CC=CC=CC(CC(C(=O)C(C(C(=CC(C(=O)CC(OC(=O)C3CCCCN3C(=O)C(=O)C1(O2)O)C(C)CC4CCC(C(C4)OC)O)C)C)O)OC)C)C)C)OC. Cell line: HCC-2998. Synergy scores: CSS=11.7, Synergy_ZIP=-7.05, Synergy_Bliss=-7.99, Synergy_Loewe=-37.8, Synergy_HSA=-7.64. (5) Drug 1: CN(CC1=CN=C2C(=N1)C(=NC(=N2)N)N)C3=CC=C(C=C3)C(=O)NC(CCC(=O)O)C(=O)O. Drug 2: CCC1(C2=C(COC1=O)C(=O)N3CC4=CC5=C(C=CC(=C5CN(C)C)O)N=C4C3=C2)O.Cl. Cell line: SF-539. Synergy scores: CSS=40.1, Synergy_ZIP=-1.22, Synergy_Bliss=-1.46, Synergy_Loewe=-11.5, Synergy_HSA=-0.975.